Dataset: Full USPTO retrosynthesis dataset with 1.9M reactions from patents (1976-2016). Task: Predict the reactants needed to synthesize the given product. (1) Given the product [NH2:7][CH:8]1[CH2:11][N:10]([C:12]([C@@H:14]2[CH2:18][CH2:17][CH2:16][N:15]2[C:19]2[N:20]=[C:21]([NH:28][C:29]3[CH:33]=[C:32]([CH:34]([CH3:36])[CH3:35])[NH:31][N:30]=3)[C:22]3[CH2:27][CH2:26][CH2:25][C:23]=3[N:24]=2)=[O:13])[CH2:9]1, predict the reactants needed to synthesize it. The reactants are: C(OC(=O)[NH:7][CH:8]1[CH2:11][N:10]([C:12]([C@@H:14]2[CH2:18][CH2:17][CH2:16][N:15]2[C:19]2[N:20]=[C:21]([NH:28][C:29]3[CH:33]=[C:32]([CH:34]([CH3:36])[CH3:35])[NH:31][N:30]=3)[C:22]3[CH2:27][CH2:26][CH2:25][C:23]=3[N:24]=2)=[O:13])[CH2:9]1)(C)(C)C. (2) Given the product [NH2:8][C:9]1[CH:10]=[C:11]([CH:15]=[CH:16][C:17]=1[N+:18]([O-:20])=[O:19])[C:12]([O:14][CH3:1])=[O:13], predict the reactants needed to synthesize it. The reactants are: [CH3:1][Si](C=[N+]=[N-])(C)C.[NH2:8][C:9]1[CH:10]=[C:11]([CH:15]=[CH:16][C:17]=1[N+:18]([O-:20])=[O:19])[C:12]([OH:14])=[O:13]. (3) The reactants are: [Br:1][C:2]1[CH:3]=[CH:4][C:5]([NH:8][C@@H:9]2[CH2:14][CH2:13][CH2:12][N:11](C(OC(C)(C)C)=O)[C@H:10]2[CH3:22])=[N:6][CH:7]=1.C(O)(C(F)(F)F)=O. Given the product [Br:1][C:2]1[CH:3]=[CH:4][C:5]([NH:8][C@@H:9]2[CH2:14][CH2:13][CH2:12][NH:11][C@H:10]2[CH3:22])=[N:6][CH:7]=1, predict the reactants needed to synthesize it.